From a dataset of Catalyst prediction with 721,799 reactions and 888 catalyst types from USPTO. Predict which catalyst facilitates the given reaction. (1) Reactant: [N:1]12[CH2:8][CH2:7][CH:4]([CH2:5][CH2:6]1)[CH:3]([O:9][C:10]1[CH:15]=[CH:14][C:13]([NH:16][CH:17]3[CH2:22][CH2:21][CH2:20][CH2:19][CH2:18]3)=[CH:12][CH:11]=1)[CH2:2]2.CO.[C:25]([OH:32])(=[O:31])/[CH:26]=[CH:27]/[C:28]([OH:30])=[O:29]. Product: [C:25]([OH:32])(=[O:31])/[CH:26]=[CH:27]/[C:28]([OH:30])=[O:29].[N:1]12[CH2:6][CH2:5][CH:4]([CH2:7][CH2:8]1)[CH:3]([O:9][C:10]1[CH:15]=[CH:14][C:13]([NH:16][CH:17]3[CH2:22][CH2:21][CH2:20][CH2:19][CH2:18]3)=[CH:12][CH:11]=1)[CH2:2]2. The catalyst class is: 13. (2) Reactant: [N:1]1[CH:6]=[CH:5][C:4]([OH:7])=[CH:3][CH:2]=1.[CH:8]1(O)[CH2:11][CH2:10][CH2:9]1.C1(P(C2C=CC=CC=2)C2C=CC=CC=2)C=CC=CC=1.CC(OC(/N=N/C(OC(C)C)=O)=O)C. Product: [CH:8]1([O:7][C:4]2[CH:5]=[CH:6][N:1]=[CH:2][CH:3]=2)[CH2:11][CH2:10][CH2:9]1. The catalyst class is: 1. (3) Reactant: C(OC([N:8]1[CH2:12][CH2:11][CH:10]2[N:13]([C:29](=[O:42])[CH2:30][NH:31][C:32]([O:34][CH2:35][C:36]3[CH:41]=[CH:40][CH:39]=[CH:38][CH:37]=3)=[O:33])[CH2:14][CH:15]([C:16](=[O:28])[NH:17][C:18]3[C:27]4[C:22](=[CH:23][CH:24]=[CH:25][CH:26]=4)[CH:21]=[CH:20][CH:19]=3)[CH:9]12)=O)(C)(C)C.C(O)(C(F)(F)F)=O. Product: [CH2:35]([O:34][C:32](=[O:33])[NH:31][CH2:30][C:29]([N:13]1[CH2:14][CH:15]([C:16](=[O:28])[NH:17][C:18]2[C:27]3[C:22](=[CH:23][CH:24]=[CH:25][CH:26]=3)[CH:21]=[CH:20][CH:19]=2)[CH:9]2[NH:8][CH2:12][CH2:11][CH:10]12)=[O:42])[C:36]1[CH:37]=[CH:38][CH:39]=[CH:40][CH:41]=1. The catalyst class is: 2. (4) Reactant: [Cl:1][C:2]1[C:10]([F:11])=[CH:9][C:8]([C:12]2[N:13]([C:23]([O:25][C:26]([CH3:29])([CH3:28])[CH3:27])=[O:24])[C:14]3[C:19]([CH:20]=2)=[CH:18][C:17]([CH:21]=O)=[CH:16][CH:15]=3)=[C:7]2[C:3]=1[CH2:4][NH:5][C:6]2=[O:30].[OH:31][CH2:32][CH2:33][N:34]1[CH2:39][CH2:38][NH:37][CH2:36][CH2:35]1.C(O)(=O)C.C(O[BH-](OC(=O)C)OC(=O)C)(=O)C.[Na+].Cl. Product: [Cl:1][C:2]1[C:10]([F:11])=[CH:9][C:8]([C:12]2[N:13]([C:23]([O:25][C:26]([CH3:28])([CH3:27])[CH3:29])=[O:24])[C:14]3[C:19]([CH:20]=2)=[CH:18][C:17]([CH2:21][N:37]2[CH2:38][CH2:39][N:34]([CH2:33][CH2:32][OH:31])[CH2:35][CH2:36]2)=[CH:16][CH:15]=3)=[C:7]2[C:3]=1[CH2:4][NH:5][C:6]2=[O:30]. The catalyst class is: 10. (5) The catalyst class is: 3. Product: [CH3:34][C:35]1[CH:40]=[CH:39][CH:38]=[C:37]([CH3:41])[C:36]=1[NH:42][C:43]([NH:45][C:46]1[C:47]([C:56]([NH:60][CH2:61][CH2:62][CH2:63][C:64]([O:66][CH2:67][CH3:68])=[O:65])=[O:57])=[CH:48][C:49]2[C:54]([CH:55]=1)=[CH:53][CH:52]=[CH:51][CH:50]=2)=[O:44]. Reactant: CN(C(ON1N=NC2C=CC=NC1=2)=[N+](C)C)C.F[P-](F)(F)(F)(F)F.C(N(CC)C(C)C)(C)C.[CH3:34][C:35]1[CH:40]=[CH:39][CH:38]=[C:37]([CH3:41])[C:36]=1[NH:42][C:43]([NH:45][C:46]1[C:47]([C:56](O)=[O:57])=[CH:48][C:49]2[C:54]([CH:55]=1)=[CH:53][CH:52]=[CH:51][CH:50]=2)=[O:44].Cl.[NH2:60][CH2:61][CH2:62][CH2:63][C:64]([O:66][CH2:67][CH3:68])=[O:65].C([O-])(O)=O.[Na+]. (6) Reactant: [CH2:1]([O:3][C:4](=[O:21])[C:5]1[CH:10]=[CH:9][C:8]([NH:11][C:12](=[O:20])[C:13]2[CH:18]=[CH:17][CH:16]=[C:15]([NH2:19])[CH:14]=2)=[CH:7][CH:6]=1)[CH3:2].[C:22]1([S:28](Cl)(=[O:30])=[O:29])[CH:27]=[CH:26][CH:25]=[CH:24][CH:23]=1. Product: [CH2:1]([O:3][C:4](=[O:21])[C:5]1[CH:6]=[CH:7][C:8]([NH:11][C:12](=[O:20])[C:13]2[CH:18]=[CH:17][CH:16]=[C:15]([NH:19][S:28]([C:22]3[CH:27]=[CH:26][CH:25]=[CH:24][CH:23]=3)(=[O:30])=[O:29])[CH:14]=2)=[CH:9][CH:10]=1)[CH3:2]. The catalyst class is: 17. (7) Product: [CH2:18]([NH:1][CH2:2][C@H:3]([NH:10][C:11](=[O:17])[O:12][C:13]([CH3:14])([CH3:16])[CH3:15])[C:4]1[CH:9]=[CH:8][CH:7]=[CH:6][CH:5]=1)[C:19]1[CH:24]=[CH:23][CH:22]=[CH:21][CH:20]=1. The catalyst class is: 5. Reactant: [NH2:1][CH2:2][C@H:3]([NH:10][C:11](=[O:17])[O:12][C:13]([CH3:16])([CH3:15])[CH3:14])[C:4]1[CH:9]=[CH:8][CH:7]=[CH:6][CH:5]=1.[CH:18](=O)[C:19]1[CH:24]=[CH:23][CH:22]=[CH:21][CH:20]=1.C(N(CC)CC)C.[BH4-].[Na+]. (8) Reactant: [OH:1][C@H:2]1[CH2:23][CH2:22][C@@:21]2([CH3:24])[C@@H:4]([CH2:5][CH2:6][C@:7]3([CH3:33])[C:20]2=[CH:19][C:18](=[O:25])[C@H:17]2[C@@:8]3([CH3:32])[CH2:9][CH2:10][C@:11]3([CH3:31])[C@H:16]2[CH2:15][C@@:14]([CH3:30])([C:26]([O:28][CH3:29])=[O:27])[CH2:13][CH2:12]3)[C:3]1([CH3:35])[CH3:34].ClCCl.C(=O)(O)[O-].[Na+].CC(OI1(OC(C)=O)(OC(C)=O)OC(=O)C2C=CC=CC1=2)=O. Product: [CH3:30][C@:14]1([C:26]([O:28][CH3:29])=[O:27])[CH2:13][CH2:12][C@@:11]2([CH3:31])[C@H:16]([C@@H:17]3[C@@:8]([CH3:32])([CH2:9][CH2:10]2)[C@@:7]2([CH3:33])[C:20]([C@:21]4([CH3:24])[C@@H:4]([CH2:5][CH2:6]2)[C:3]([CH3:34])([CH3:35])[C:2](=[O:1])[CH2:23][CH2:22]4)=[CH:19][C:18]3=[O:25])[CH2:15]1. The catalyst class is: 175. (9) Reactant: N1C=CN=C1.[CH2:6]([OH:13])[CH2:7][CH2:8][CH2:9][CH2:10][CH2:11][OH:12].[C:14]([Si:18](Cl)([CH3:20])[CH3:19])([CH3:17])([CH3:16])[CH3:15].O. Product: [C:14]([Si:18]([CH3:20])([CH3:19])[O:12][CH2:11][CH2:10][CH2:9][CH2:8][CH2:7][CH2:6][OH:13])([CH3:17])([CH3:16])[CH3:15]. The catalyst class is: 3. (10) Reactant: [C:1]([O:5][C:6](=[O:19])[NH:7][C:8]1[CH:13]=[C:12]([N+:14]([O-:16])=[O:15])[CH:11]=[CH:10][C:9]=1[O:17][CH3:18])([CH3:4])([CH3:3])[CH3:2].[CH3:20][Si:21]([CH2:24][Mg]Cl)([CH3:23])[CH3:22].ClC1C(=O)C(C#N)=C(C#N)C(=O)C=1Cl.C(O)(=O)C. Product: [C:1]([O:5][C:6](=[O:19])[NH:7][C:8]1[CH:13]=[C:12]([N+:14]([O-:16])=[O:15])[C:11]([CH2:20][Si:21]([CH3:24])([CH3:23])[CH3:22])=[CH:10][C:9]=1[O:17][CH3:18])([CH3:4])([CH3:3])[CH3:2]. The catalyst class is: 1.